From a dataset of Catalyst prediction with 721,799 reactions and 888 catalyst types from USPTO. Predict which catalyst facilitates the given reaction. (1) Reactant: [O:1]1[CH2:6][CH2:5][CH:4]([NH:7][C:8]2[N:9]=[CH:10][C:11]3[CH:16]=[C:15]([C:17](=[O:25])[C:18]4[CH:23]=[CH:22][CH:21]=[CH:20][C:19]=4[F:24])[S:14][C:12]=3[N:13]=2)[CH2:3][CH2:2]1.[BH4-].[Na+].C(OCC)(=O)C. Product: [O:1]1[CH2:2][CH2:3][CH:4]([NH:7][C:8]2[N:9]=[CH:10][C:11]3[CH:16]=[C:15]([CH:17]([C:18]4[CH:23]=[CH:22][CH:21]=[CH:20][C:19]=4[F:24])[OH:25])[S:14][C:12]=3[N:13]=2)[CH2:5][CH2:6]1. The catalyst class is: 8. (2) Reactant: C([O:3][C:4]([C:6]1[S:10][C:9]2[CH:11]=[C:12]([CH:15]([C:17](=[O:19])[NH2:18])[F:16])[CH:13]=[CH:14][C:8]=2[CH:7]=1)=[O:5])C.[Li+].[OH-].Cl. Product: [C:17]([CH:15]([F:16])[C:12]1[CH:13]=[CH:14][C:8]2[CH:7]=[C:6]([C:4]([OH:5])=[O:3])[S:10][C:9]=2[CH:11]=1)(=[O:19])[NH2:18]. The catalyst class is: 5.